This data is from Full USPTO retrosynthesis dataset with 1.9M reactions from patents (1976-2016). The task is: Predict the reactants needed to synthesize the given product. (1) The reactants are: [F:1][C:2]1[CH:11]=[N:10][C:9]2[C:8](=O)[NH:7][CH:6]=[N:5][C:4]=2[CH:3]=1.C(N(C(C)C)CC)(C)C.P(Cl)(Cl)([Cl:24])=O.O. Given the product [Cl:24][C:8]1[C:9]2[N:10]=[CH:11][C:2]([F:1])=[CH:3][C:4]=2[N:5]=[CH:6][N:7]=1, predict the reactants needed to synthesize it. (2) Given the product [CH3:1][CH:2]([O:4][C:6]([CH3:5])=[O:7])[CH2:3][O:11][CH3:10], predict the reactants needed to synthesize it. The reactants are: [CH3:1][CH:2]([OH:4])[CH3:3].[CH3:5][C:6](C)=[O:7].C[CH2:10][O:11][Si](OCC)(OCC)OCC.[N+]([O-])(O)=O.